Dataset: Full USPTO retrosynthesis dataset with 1.9M reactions from patents (1976-2016). Task: Predict the reactants needed to synthesize the given product. (1) Given the product [CH:1]([Si:8]([CH:1]([CH2:3][CH3:4])[CH3:2])([CH3:7])[O:11][CH3:12])([CH2:3][CH3:4])[CH3:2], predict the reactants needed to synthesize it. The reactants are: [CH:1]([Mg]Cl)([CH2:3][CH3:4])[CH3:2].[CH3:7][Si:8]([O:11][CH3:12])(Cl)Cl.[Cl-].[NH4+]. (2) Given the product [N:12]1([CH2:13][CH2:14][CH2:15][CH2:16][CH2:17][C:18]([C:20]2[CH:25]=[CH:24][CH:23]=[CH:22][CH:21]=2)=[O:19])[C:11]2[C:10]3[CH:9]=[CH:8][CH:7]=[CH:6][C:5]=3[N:4]=[CH:3][C:2]=2[N:1]=[CH:26]1, predict the reactants needed to synthesize it. The reactants are: [NH2:1][C:2]1[CH:3]=[N:4][C:5]2[C:10]([C:11]=1[NH:12][CH2:13][CH2:14][CH2:15][CH2:16][CH2:17][C:18]([C:20]1[CH:25]=[CH:24][CH:23]=[CH:22][CH:21]=1)=[O:19])=[CH:9][CH:8]=[CH:7][CH:6]=2.[CH:26](OC)(OC)OC.Cl.N1C=CC=CC=1. (3) Given the product [CH3:30][C@H:31]1[N:32]([C:37]2[CH:3]=[CH:39][C:40]([C:43]([F:46])([F:45])[F:44])=[CH:41][CH:42]=2)[CH2:33][CH2:34][N:35]([CH2:15][C:17]2[C:18]([C:22]3[CH:29]=[CH:28][C:25]([C:26]#[N:27])=[CH:24][CH:23]=3)=[N:19][NH:20][N:21]=2)[CH2:36]1, predict the reactants needed to synthesize it. The reactants are: [BH-](OC(C)=O)(OC(C)=O)O[C:3](C)=O.[Na+].[CH:15]([C:17]1[C:18]([C:22]2[CH:29]=[CH:28][C:25]([C:26]#[N:27])=[CH:24][CH:23]=2)=[N:19][NH:20][N:21]=1)=O.[CH3:30][C@@H:31]1[CH2:36][NH:35][CH2:34][CH2:33][N:32]1[C:37]1[CH:42]=[CH:41][C:40]([C:43]([F:46])([F:45])[F:44])=[CH:39]N=1.C(O)(=O)C. (4) Given the product [Ca+2:38].[CH2:1]([O:3][CH2:4][CH2:5][O:6][C:7]1[CH:8]=[C:9]([CH3:34])[C:10]([C:14]2[CH:19]=[CH:18][CH:17]=[C:16]([CH2:20][O:21][C:22]3[CH:27]=[CH:26][C:25]([CH:28]4[CH2:30][CH:29]4[C:31]([O-:33])=[O:32])=[CH:24][CH:23]=3)[CH:15]=2)=[C:11]([CH3:13])[CH:12]=1)[CH3:2].[CH2:1]([O:3][CH2:4][CH2:5][O:6][C:7]1[CH:8]=[C:9]([CH3:34])[C:10]([C:14]2[CH:19]=[CH:18][CH:17]=[C:16]([CH2:20][O:21][C:22]3[CH:27]=[CH:26][C:25]([CH:28]4[CH2:30][CH:29]4[C:31]([O-:33])=[O:32])=[CH:24][CH:23]=3)[CH:15]=2)=[C:11]([CH3:13])[CH:12]=1)[CH3:2], predict the reactants needed to synthesize it. The reactants are: [CH2:1]([O:3][CH2:4][CH2:5][O:6][C:7]1[CH:12]=[C:11]([CH3:13])[C:10]([C:14]2[CH:19]=[CH:18][CH:17]=[C:16]([CH2:20][O:21][C:22]3[CH:27]=[CH:26][C:25]([CH:28]4[CH2:30][CH:29]4[C:31]([OH:33])=[O:32])=[CH:24][CH:23]=3)[CH:15]=2)=[C:9]([CH3:34])[CH:8]=1)[CH3:2].[OH-].[Na+].[Cl-].[Ca+2:38].[Cl-].